This data is from Forward reaction prediction with 1.9M reactions from USPTO patents (1976-2016). The task is: Predict the product of the given reaction. Given the reactants [F:1][C:2]1[CH:7]=[CH:6][CH:5]=[CH:4][C:3]=1[S:8]([NH:11][C:12]1[C:21]([C:22]([O:24]C)=[O:23])=[C:20]2[C:15]([CH:16]3[CH2:26][CH:17]3[CH2:18][O:19]2)=[CH:14][CH:13]=1)(=[O:10])=[O:9].O.[OH-].[Li+], predict the reaction product. The product is: [F:1][C:2]1[CH:7]=[CH:6][CH:5]=[CH:4][C:3]=1[S:8]([NH:11][C:12]1[C:21]([C:22]([OH:24])=[O:23])=[C:20]2[C:15]([CH:16]3[CH2:26][CH:17]3[CH2:18][O:19]2)=[CH:14][CH:13]=1)(=[O:9])=[O:10].